Dataset: Peptide-MHC class I binding affinity with 185,985 pairs from IEDB/IMGT. Task: Regression. Given a peptide amino acid sequence and an MHC pseudo amino acid sequence, predict their binding affinity value. This is MHC class I binding data. (1) The peptide sequence is YTASVVAAY. The MHC is SLA-20401 with pseudo-sequence SLA-20401. The binding affinity (normalized) is 0.525. (2) The peptide sequence is VTSPLTGNNT. The MHC is HLA-A02:02 with pseudo-sequence HLA-A02:02. The binding affinity (normalized) is 0.327. (3) The peptide sequence is KRRRTPKKA. The MHC is Mamu-B08 with pseudo-sequence Mamu-B08. The binding affinity (normalized) is 0.190. (4) The peptide sequence is FVNRYGVAY. The MHC is HLA-A02:03 with pseudo-sequence HLA-A02:03. The binding affinity (normalized) is 0.268.